This data is from Reaction yield outcomes from USPTO patents with 853,638 reactions. The task is: Predict the reaction yield, written as a fraction of the theoretical maximum amount of product (1.0 means a 100% yield; for example, 0.34 means a 34% yield). The reactants are [NH2:1][C:2]1[C:7]([NH2:8])=[C:6]([NH:9][C@@H:10]2[C@@H:15]3[CH2:16][C@@H:12]([CH:13]=[CH:14]3)[C@@H:11]2[C:17]([NH2:19])=[O:18])[C:5]([Br:20])=[CH:4][N:3]=1.[CH3:21][N:22]1[CH2:27][CH2:26][N:25]([C:28]2[CH:35]=[CH:34][C:31]([CH:32]=O)=[CH:30][CH:29]=2)[CH2:24][CH2:23]1. No catalyst specified. The product is [Br:20][C:5]1[C:6]([NH:9][C@@H:10]2[C@@H:15]3[CH2:16][C@@H:12]([CH:13]=[CH:14]3)[C@@H:11]2[C:17]([NH2:19])=[O:18])=[C:7]2[N:8]=[C:32]([C:31]3[CH:30]=[CH:29][C:28]([N:25]4[CH2:24][CH2:23][N:22]([CH3:21])[CH2:27][CH2:26]4)=[CH:35][CH:34]=3)[NH:1][C:2]2=[N:3][CH:4]=1. The yield is 0.490.